Dataset: Forward reaction prediction with 1.9M reactions from USPTO patents (1976-2016). Task: Predict the product of the given reaction. Given the reactants Br[C:2]1[CH:3]=[N:4][CH:5]=[C:6]([C:10]=1[NH:11][C:12]1[CH:13]=[N:14][C:15]([N:18]2[CH2:23][C@H:22]([CH3:24])[O:21][C@H:20]([CH3:25])[CH2:19]2)=[CH:16][CH:17]=1)[C:7]([NH2:9])=[O:8].[C:26]([N:33]1[CH2:38][CH:37]=[C:36](B2OC(C)(C)C(C)(C)O2)[CH2:35][CH2:34]1)([O:28][C:29]([CH3:32])([CH3:31])[CH3:30])=[O:27].O1CCOCC1.O, predict the reaction product. The product is: [C:29]([O:28][C:26]([N:33]1[CH2:34][CH:35]=[C:36]([C:2]2[CH:3]=[N:4][CH:5]=[C:6]([C:7](=[O:8])[NH2:9])[C:10]=2[NH:11][C:12]2[CH:13]=[N:14][C:15]([N:18]3[CH2:23][C@H:22]([CH3:24])[O:21][C@H:20]([CH3:25])[CH2:19]3)=[CH:16][CH:17]=2)[CH2:37][CH2:38]1)=[O:27])([CH3:32])([CH3:30])[CH3:31].